Dataset: Full USPTO retrosynthesis dataset with 1.9M reactions from patents (1976-2016). Task: Predict the reactants needed to synthesize the given product. (1) The reactants are: [C:1]([O:5][C:6]([N:8]1[CH2:12][CH2:11][CH2:10][CH:9]1[C:13]([OH:15])=[O:14])=[O:7])([CH3:4])([CH3:3])[CH3:2].[C:16](=O)([O-])[O-].[K+].[K+].CI.O. Given the product [CH3:16][O:14][C:13]([CH:9]1[CH2:10][CH2:11][CH2:12][N:8]1[C:6]([O:5][C:1]([CH3:4])([CH3:2])[CH3:3])=[O:7])=[O:15], predict the reactants needed to synthesize it. (2) Given the product [CH:43]([Si:29]([CH:26]([CH3:28])[CH3:27])([CH:40]([CH3:42])[CH3:41])[O:30][C:31]1[CH:39]=[CH:38][C:34]([C:35]([NH:1][C:2]2[CH:11]=[C:10]3[C:5]([CH:6]=[CH:7][CH:8]=[C:9]3[N:12]3[CH2:17][CH2:16][N:15]([CH3:18])[CH2:14][CH2:13]3)=[CH:4][CH:3]=2)=[O:36])=[CH:33][CH:32]=1)([CH3:45])[CH3:44], predict the reactants needed to synthesize it. The reactants are: [NH2:1][C:2]1[CH:11]=[C:10]2[C:5]([CH:6]=[CH:7][CH:8]=[C:9]2[N:12]2[CH2:17][CH2:16][N:15]([CH3:18])[CH2:14][CH2:13]2)=[CH:4][CH:3]=1.C(N(CC)CC)C.[CH:26]([Si:29]([CH:43]([CH3:45])[CH3:44])([CH:40]([CH3:42])[CH3:41])[O:30][C:31]1[CH:39]=[CH:38][C:34]([C:35](Cl)=[O:36])=[CH:33][CH:32]=1)([CH3:28])[CH3:27]. (3) The reactants are: C[O:2][C:3]1[CH:8]=[CH:7][C:6]([C:9]2[C:14]3[CH:15]=[CH:16][S:17][C:13]=3[C:12]([CH:18]=[O:19])=[CH:11][CH:10]=2)=[CH:5][CH:4]=1.B(Br)(Br)Br. Given the product [OH:2][C:3]1[CH:8]=[CH:7][C:6]([C:9]2[C:14]3[CH:15]=[CH:16][S:17][C:13]=3[C:12]([CH:18]=[O:19])=[CH:11][CH:10]=2)=[CH:5][CH:4]=1, predict the reactants needed to synthesize it. (4) The reactants are: [O:1]1[C:6]2[CH:7]=[CH:8][CH:9]=[CH:10][C:5]=2[O:4][CH2:3][C@@H:2]1[C:11]1[CH:18]=[CH:17][C:14]([CH:15]=O)=[CH:13][CH:12]=1.Cl.[CH3:20][O:21][C:22]([CH:24]1[CH2:29][CH2:28][N:27](C)[CH2:26][CH2:25]1)=[O:23].[C:31](O[BH-](OC(=O)C)OC(=O)C)(=O)C.[Na+]. Given the product [CH3:20][O:21][C:22]([C:24]1([CH3:31])[CH2:25][CH2:26][N:27]([CH2:15][C:14]2[CH:17]=[CH:18][C:11]([C@@H:2]3[O:1][C:6]4[CH:7]=[CH:8][CH:9]=[CH:10][C:5]=4[O:4][CH2:3]3)=[CH:12][CH:13]=2)[CH2:28][CH2:29]1)=[O:23], predict the reactants needed to synthesize it. (5) Given the product [C:15]1([CH3:22])[CH:16]=[C:17]([CH3:21])[CH:18]=[C:19]([CH3:20])[C:14]=1[NH:11][C:12]([NH:10][CH2:9][CH2:8][CH2:7][N:6]1[C:2]([CH3:1])=[CH:3][N:4]=[CH:5]1)=[S:13], predict the reactants needed to synthesize it. The reactants are: [CH3:1][C:2]1[N:6]([CH2:7][CH2:8][CH2:9][NH2:10])[CH:5]=[N:4][CH:3]=1.[N:11]([C:14]1[C:19]([CH3:20])=[CH:18][C:17]([CH3:21])=[CH:16][C:15]=1[CH3:22])=[C:12]=[S:13]. (6) Given the product [CH3:1][O:2][C:3](=[O:24])[CH2:4][C:5]1[CH:10]=[C:9]([Cl:11])[CH:8]=[C:7]([O:12][C:13]2[CH:18]=[CH:17][C:16]([N+:19]([O-:21])=[O:20])=[CH:15][C:14]=2[CH2:22][S:29][C:26]([CH3:28])([CH3:27])[CH3:25])[CH:6]=1, predict the reactants needed to synthesize it. The reactants are: [CH3:1][O:2][C:3](=[O:24])[CH2:4][C:5]1[CH:10]=[C:9]([Cl:11])[CH:8]=[C:7]([O:12][C:13]2[CH:18]=[CH:17][C:16]([N+:19]([O-:21])=[O:20])=[CH:15][C:14]=2[CH2:22]Br)[CH:6]=1.[CH3:25][C:26]([SH:29])([CH3:28])[CH3:27]. (7) Given the product [S:1]1[C:5]2[CH:6]=[CH:7][CH:8]=[CH:9][C:4]=2[N:3]=[C:2]1[C:10]1[C:20]2[CH2:19][CH2:8][CH2:9][CH2:4][C:5]=2[S:1][C:11]=1[NH2:12], predict the reactants needed to synthesize it. The reactants are: [S:1]1[C:5]2[CH:6]=[CH:7][CH:8]=[CH:9][C:4]=2[N:3]=[C:2]1[CH2:10][C:11]#[N:12].[S].C(N([CH2:19][CH3:20])CC)C. (8) Given the product [CH:31]([O:30][C:19]1[CH:20]=[C:21]([CH:28]=[CH:29][C:18]=1[NH:17][C:11]([C:9]1[CH:8]=[CH:7][C:6]([N+:14]([O-:16])=[O:15])=[C:5]([O:4][CH:1]([CH3:2])[CH3:3])[N:10]=1)=[O:13])[C:22]([O:24][CH:25]([CH3:26])[CH3:27])=[O:23])([CH3:32])[CH3:33], predict the reactants needed to synthesize it. The reactants are: [CH:1]([O:4][C:5]1[N:10]=[C:9]([C:11]([OH:13])=O)[CH:8]=[CH:7][C:6]=1[N+:14]([O-:16])=[O:15])([CH3:3])[CH3:2].[NH2:17][C:18]1[CH:29]=[CH:28][C:21]([C:22]([O:24][CH:25]([CH3:27])[CH3:26])=[O:23])=[CH:20][C:19]=1[O:30][CH:31]([CH3:33])[CH3:32].C1C=CC2N(O)N=NC=2C=1.CCN=C=NCCCN(C)C.Cl. (9) Given the product [C:1]([C:3]1[CH:8]=[CH:7][C:6]([CH2:9][CH2:10][CH:11](/[CH:23]=[CH:24]/[C:25]2[CH:30]=[CH:29][CH:28]=[CH:27][C:26]=2[O:31][CH2:33][CH2:34][CH2:35][CH2:36][CH2:37][CH2:38][C:39]2[CH:44]=[CH:43][CH:42]=[CH:41][CH:40]=2)[CH2:12][C:13]2[CH:14]=[CH:15][C:16]([C:17]([O:19][CH3:20])=[O:18])=[CH:21][CH:22]=2)=[CH:5][CH:4]=1)#[N:2], predict the reactants needed to synthesize it. The reactants are: [C:1]([C:3]1[CH:8]=[CH:7][C:6]([CH2:9][CH2:10][CH:11](/[CH:23]=[CH:24]/[C:25]2[CH:30]=[CH:29][CH:28]=[CH:27][C:26]=2[OH:31])[CH2:12][C:13]2[CH:22]=[CH:21][C:16]([C:17]([O:19][CH3:20])=[O:18])=[CH:15][CH:14]=2)=[CH:5][CH:4]=1)#[N:2].Br[CH2:33][CH2:34][CH2:35][CH2:36][CH2:37][CH2:38][C:39]1[CH:44]=[CH:43][CH:42]=[CH:41][CH:40]=1.C(=O)([O-])[O-].[K+].[K+]. (10) Given the product [F:22][C:23]1[CH:28]=[CH:27][CH:26]=[C:25]([S:29]([CH3:32])(=[O:31])=[O:30])[C:24]=1[O:1][C:2]1[CH:3]=[C:4]2[C:9](=[CH:10][CH:11]=1)[N:8]=[CH:7][N:6]=[C:5]2[NH:12][C:13]1[S:14][C:15]2[C:20]([N:21]=1)=[CH:19][CH:18]=[CH:17][N:16]=2, predict the reactants needed to synthesize it. The reactants are: [OH:1][C:2]1[CH:3]=[C:4]2[C:9](=[CH:10][CH:11]=1)[N:8]=[CH:7][N:6]=[C:5]2[NH:12][C:13]1[S:14][C:15]2[C:20]([N:21]=1)=[CH:19][CH:18]=[CH:17][N:16]=2.[F:22][C:23]1[CH:28]=[CH:27][CH:26]=[C:25]([S:29]([CH3:32])(=[O:31])=[O:30])[C:24]=1F.[K].O.